This data is from Full USPTO retrosynthesis dataset with 1.9M reactions from patents (1976-2016). The task is: Predict the reactants needed to synthesize the given product. (1) Given the product [CH:1]1([N:4]2[C:9](=[O:10])[C:8]3=[C:11]([NH:18][C:19]4[CH:24]=[CH:23][C:22]([C:47]#[C:46][Si:43]([CH3:45])([CH3:44])[CH3:42])=[CH:21][C:20]=4[F:26])[N:12]([CH3:17])[C:13](=[O:16])[C:14]([CH3:15])=[C:7]3[N:6]([C:27]3[CH:28]=[C:29]([NH:4][C:9](=[O:10])[CH3:8])[CH:30]=[CH:31][CH:32]=3)[C:5]2=[O:37])[CH2:3][CH2:2]1, predict the reactants needed to synthesize it. The reactants are: [CH:1]1([N:4]2[C:9](=[O:10])[C:8]3=[C:11]([NH:18][C:19]4[CH:24]=[CH:23][C:22](I)=[CH:21][C:20]=4[F:26])[N:12]([CH3:17])[C:13](=[O:16])[C:14]([CH3:15])=[C:7]3[N:6]([C:27]3[CH:28]=[C:29](CC(N)=O)[CH:30]=[CH:31][CH:32]=3)[C:5]2=[O:37])[CH2:3][CH2:2]1.C(Cl)(Cl)Cl.[CH3:42][Si:43]([C:46]#[CH:47])([CH3:45])[CH3:44]. (2) Given the product [C:14]([C:18]1[CH:24]=[C:22]([NH:23][C:2]([NH2:1])=[S:3])[C:21]([O:25][CH3:26])=[CH:20][CH:19]=1)([CH3:17])([CH3:15])[CH3:16], predict the reactants needed to synthesize it. The reactants are: [N-:1]=[C:2]=[S:3].[K+].C(Cl)(=O)C1C=CC=CC=1.[C:14]([C:18]1[CH:19]=[CH:20][C:21]([O:25][CH3:26])=[C:22]([CH:24]=1)[NH2:23])([CH3:17])([CH3:16])[CH3:15].[OH-].[K+]. (3) The reactants are: [C:1]1([CH2:7][CH2:8][NH:9][S:10]([C:13]2[CH:18]=[CH:17][C:16]([NH:19]C(=O)C)=[CH:15][CH:14]=2)(=[O:12])=[O:11])[CH:6]=[CH:5][CH:4]=[CH:3][CH:2]=1. Given the product [C:1]1([CH2:7][CH2:8][NH:9][S:10]([C:13]2[CH:14]=[CH:15][C:16]([NH2:19])=[CH:17][CH:18]=2)(=[O:12])=[O:11])[CH:2]=[CH:3][CH:4]=[CH:5][CH:6]=1, predict the reactants needed to synthesize it. (4) Given the product [OH:1][CH2:2][CH2:3][CH2:4][CH2:5][CH2:6][O:7][C:8]1[CH:13]=[CH:12][N:11]=[C:10]([CH2:15][O:20][C:17](=[O:19])[CH3:18])[C:9]=1[CH3:16], predict the reactants needed to synthesize it. The reactants are: [OH:1][CH2:2][CH2:3][CH2:4][CH2:5][CH2:6][O:7][C:8]1[CH:13]=[CH:12][N+:11]([O-])=[C:10]([CH3:15])[C:9]=1[CH3:16].[C:17]([O:20]C(=O)C)(=[O:19])[CH3:18]. (5) Given the product [CH:1]([N:4]1[CH2:9][CH2:8][CH:7]([O:10][C:11]2[CH:19]=[CH:18][C:17]3[N:16]4[C@H:20]([CH3:25])[CH2:21][N:22]([CH2:29][C:30]5[N:34]=[C:33]([C:35]6[CH:36]=[CH:37][CH:38]=[CH:39][CH:40]=6)[O:32][N:31]=5)[C:23](=[O:24])[C:15]4=[CH:14][C:13]=3[CH:12]=2)[CH2:6][CH2:5]1)([CH3:3])[CH3:2], predict the reactants needed to synthesize it. The reactants are: [CH:1]([N:4]1[CH2:9][CH2:8][CH:7]([O:10][C:11]2[CH:19]=[CH:18][C:17]3[N:16]4[C@H:20]([CH3:25])[CH2:21][NH:22][C:23](=[O:24])[C:15]4=[CH:14][C:13]=3[CH:12]=2)[CH2:6][CH2:5]1)([CH3:3])[CH3:2].[H-].[Na+].Cl[CH2:29][C:30]1[N:34]=[C:33]([C:35]2[CH:40]=[CH:39][CH:38]=[CH:37][CH:36]=2)[O:32][N:31]=1. (6) Given the product [CH2:15]([N:22]([CH2:30][CH:31]([CH2:37][OH:38])[CH2:32][OH:33])[CH2:23][C:24]1[CH:29]=[CH:28][CH:27]=[CH:26][CH:25]=1)[C:16]1[CH:17]=[CH:18][CH:19]=[CH:20][CH:21]=1, predict the reactants needed to synthesize it. The reactants are: [H-].[H-].COCCO[Al+]OCCOC.[Na+].[CH2:15]([N:22]([CH2:30][CH:31]([C:37](OCC)=[O:38])[C:32](OCC)=[O:33])[CH2:23][C:24]1[CH:29]=[CH:28][CH:27]=[CH:26][CH:25]=1)[C:16]1[CH:21]=[CH:20][CH:19]=[CH:18][CH:17]=1.CCCCCCC. (7) Given the product [Cl:26][C:27]1[CH:28]=[CH:29][C:30]([C@H:33]2[C@@:35]3([C:43]4[C:38](=[CH:39][CH:40]=[CH:41][CH:42]=4)[N:37]([C:2]4[N:3]=[CH:4][N:5]([C:7]([C:8]5[CH:13]=[CH:12][CH:11]=[CH:10][CH:9]=5)([C:20]5[CH:21]=[CH:22][CH:23]=[CH:24][CH:25]=5)[C:14]5[CH:15]=[CH:16][CH:17]=[CH:18][CH:19]=5)[CH:6]=4)[C:36]3=[O:44])[CH2:34]2)=[CH:31][CH:32]=1, predict the reactants needed to synthesize it. The reactants are: I[C:2]1[N:3]=[CH:4][N:5]([C:7]([C:20]2[CH:25]=[CH:24][CH:23]=[CH:22][CH:21]=2)([C:14]2[CH:19]=[CH:18][CH:17]=[CH:16][CH:15]=2)[C:8]2[CH:13]=[CH:12][CH:11]=[CH:10][CH:9]=2)[CH:6]=1.[Cl:26][C:27]1[CH:32]=[CH:31][C:30]([CH:33]2[C:35]3([C:43]4[C:38](=[CH:39][CH:40]=[CH:41][CH:42]=4)[NH:37][C:36]3=[O:44])[CH2:34]2)=[CH:29][CH:28]=1.C(=O)([O-])[O-].[K+].[K+].CN(C)CCN.